From a dataset of Catalyst prediction with 721,799 reactions and 888 catalyst types from USPTO. Predict which catalyst facilitates the given reaction. (1) Reactant: [CH:1]([N:4]1[C:8]2[CH:9]=[CH:10][CH:11]=[CH:12][C:7]=2[N:6]([C:13]([NH:15][CH2:16][CH:17]2[CH2:22][CH2:21][N:20](C(OC(C)(C)C)=O)[CH2:19][CH2:18]2)=[O:14])[C:5]1=[O:30])([CH3:3])[CH3:2]. Product: [CH:1]([N:4]1[C:8]2[CH:9]=[CH:10][CH:11]=[CH:12][C:7]=2[N:6]([C:13]([NH:15][CH2:16][CH:17]2[CH2:18][CH2:19][NH:20][CH2:21][CH2:22]2)=[O:14])[C:5]1=[O:30])([CH3:3])[CH3:2]. The catalyst class is: 209. (2) Reactant: [Cl:1][C:2]1[C:3]([C:12]2([CH2:15]O)[CH2:14][CH2:13]2)=[N:4][CH:5]=[C:6]([C:8]([F:11])([F:10])[F:9])[CH:7]=1.C1(P(C2C=CC=CC=2)C2C=CC=CC=2)C=CC=CC=1.N1C=CN=C1.[I:41]I. Product: [Cl:1][C:2]1[C:3]([C:12]2([CH2:15][I:41])[CH2:14][CH2:13]2)=[N:4][CH:5]=[C:6]([C:8]([F:11])([F:10])[F:9])[CH:7]=1. The catalyst class is: 4. (3) Reactant: C(O[C:9]1[C:14]([CH:15]=O)=[CH:13][CH:12]=[CH:11][C:10]=1[C:17]1[CH:22]=[CH:21][CH:20]=[CH:19][CH:18]=1)C1C=CC=CC=1.[CH3:23]OC1C(N)=CC=CC=1.[OH2:32]. Product: [CH3:15][C:14]1[CH:13]=[CH:12][CH:11]=[CH:23][C:9]=1[CH:10]([C:17]1[CH:18]=[CH:19][CH:20]=[CH:21][CH:22]=1)[OH:32]. The catalyst class is: 11. (4) Product: [CH2:1]([O:8][C:9]([N:11]1[CH2:15][CH2:14][CH2:13][C@H:12]1[C:16]#[N:17])=[O:10])[C:2]1[CH:3]=[CH:4][CH:5]=[CH:6][CH:7]=1. The catalyst class is: 17. Reactant: [CH2:1]([O:8][C:9]([N:11]1[CH2:15][CH2:14][CH2:13][C@H:12]1[C:16](=O)[NH2:17])=[O:10])[C:2]1[CH:7]=[CH:6][CH:5]=[CH:4][CH:3]=1.C1(C)C=CC(S(Cl)(=O)=O)=CC=1.Cl. (5) Reactant: Cl[C:2]1[N:7]=[C:6]([CH2:8][CH2:9][C:10]2[CH:15]=[CH:14][CH:13]=[CH:12][C:11]=2[CH2:16][C:17]([NH2:19])=[O:18])[C:5]([CH3:20])=[CH:4][N:3]=1.[NH2:21][C:22]1[CH:27]=[CH:26][C:25]([CH:28]([NH:30][C:31](=[O:37])[O:32][C:33]([CH3:36])([CH3:35])[CH3:34])[CH3:29])=[CH:24][CH:23]=1.C([O-])([O-])=O.[Cs+].[Cs+].CC1(C)C2C(=C(P(C3C=CC=CC=3)C3C=CC=CC=3)C=CC=2)OC2C(P(C3C=CC=CC=3)C3C=CC=CC=3)=CC=CC1=2. Product: [NH2:19][C:17](=[O:18])[CH2:16][C:11]1[CH:12]=[CH:13][CH:14]=[CH:15][C:10]=1[CH2:9][CH2:8][C:6]1[C:5]([CH3:20])=[CH:4][N:3]=[C:2]([NH:21][C:22]2[CH:27]=[CH:26][C:25]([CH:28]([NH:30][C:31](=[O:37])[O:32][C:33]([CH3:36])([CH3:35])[CH3:34])[CH3:29])=[CH:24][CH:23]=2)[N:7]=1. The catalyst class is: 231. (6) Reactant: [Br:1][C:2]1[N:3]=[CH:4][C:5]([NH:8][S:9]([C:12]2[CH:17]=[CH:16][C:15]([CH3:18])=[CH:14][CH:13]=2)(=[O:11])=[O:10])=[N:6][CH:7]=1.[H-].[Na+].Br[CH:22]([CH3:28])[C:23]([CH:25]1[CH2:27][CH2:26]1)=[O:24]. Product: [Br:1][C:2]1[N:3]=[CH:4][C:5](=[N:8][S:9]([C:12]2[CH:17]=[CH:16][C:15]([CH3:18])=[CH:14][CH:13]=2)(=[O:11])=[O:10])[N:6]([CH:22]([CH3:28])[C:23]([CH:25]2[CH2:27][CH2:26]2)=[O:24])[CH:7]=1. The catalyst class is: 3.